Dataset: Reaction yield outcomes from USPTO patents with 853,638 reactions. Task: Predict the reaction yield, written as a fraction of the theoretical maximum amount of product (1.0 means a 100% yield; for example, 0.34 means a 34% yield). The reactants are [CH3:1][O:2][C:3](=[O:12])[C:4]1[CH:9]=[C:8]([I:10])[CH:7]=[CH:6][C:5]=1[OH:11].C(=O)([O-])[O-].[K+].[K+].[CH2:19](I)[CH2:20][CH3:21]. The catalyst is CC(C)=O. The product is [CH3:1][O:2][C:3](=[O:12])[C:4]1[CH:9]=[C:8]([I:10])[CH:7]=[CH:6][C:5]=1[O:11][CH2:19][CH2:20][CH3:21]. The yield is 0.680.